This data is from Reaction yield outcomes from USPTO patents with 853,638 reactions. The task is: Predict the reaction yield, written as a fraction of the theoretical maximum amount of product (1.0 means a 100% yield; for example, 0.34 means a 34% yield). The reactants are [N+:1](/[CH:4]=[CH:5]/[CH:6]1[CH2:10][CH2:9][CH2:8][CH2:7]1)([O-:3])=[O:2].[N:11]1[CH:16]=[CH:15][CH:14]=[CH:13][C:12]=1[CH:17]=[O:18].CCOCC.[Na+].[Cl-]. The catalyst is C(Cl)Cl. The product is [CH:6]1([C@@H:5]([CH2:4][N+:1]([O-:3])=[O:2])[C:17]([C:12]2[CH:13]=[CH:14][CH:15]=[CH:16][N:11]=2)=[O:18])[CH2:10][CH2:9][CH2:8][CH2:7]1. The yield is 0.980.